From a dataset of Catalyst prediction with 721,799 reactions and 888 catalyst types from USPTO. Predict which catalyst facilitates the given reaction. (1) Reactant: [N+:1]([C:4]1[CH:5]=[C:6]([NH:10][C:11]2[N:16]=[C:15]([NH:17][CH2:18][CH2:19][CH2:20][NH:21][C:22]([O:24][CH2:25][C:26]3[CH:31]=[CH:30][CH:29]=[CH:28][CH:27]=3)=[O:23])[C:14]([C:32]([O:34]C(C)C)=O)=[CH:13][N:12]=2)[CH:7]=[CH:8][CH:9]=1)([O-])=O. Product: [C:26]1([CH2:25][O:24][C:22](=[O:23])[NH:21][CH2:20][CH2:19][CH2:18][NH:17][C:15]2[C:14]([CH2:32][OH:34])=[CH:13][N:12]=[C:11]([NH:10][C:6]3[CH:7]=[CH:8][CH:9]=[C:4]([NH:1][C:22]([NH:21][CH2:20][CH3:19])=[O:23])[CH:5]=3)[N:16]=2)[CH:27]=[CH:28][CH:29]=[CH:30][CH:31]=1. The catalyst class is: 7. (2) Reactant: [OH:1][C:2]1[CH:3]=[C:4]([CH:7]=[CH:8][CH:9]=1)[CH:5]=[O:6].CCN(CC)CC.[CH3:17][C:18]([Si:21](Cl)([CH3:23])[CH3:22])([CH3:20])[CH3:19]. Product: [Si:21]([O:1][C:2]1[CH:3]=[C:4]([CH:7]=[CH:8][CH:9]=1)[CH:5]=[O:6])([C:18]([CH3:20])([CH3:19])[CH3:17])([CH3:23])[CH3:22]. The catalyst class is: 79. (3) Reactant: [CH2:1]([N:8]1[CH2:13][CH2:12][C:11]2([C:21]3[C:16](=[CH:17][CH:18]=[CH:19][C:20]=3[CH2:22][NH:23][CH:24]3[CH2:28][CH2:27][CH2:26][CH2:25]3)[N:15]([C:29]3[C:30]4[CH:37]([CH:38]([CH3:40])[CH3:39])[CH2:36][CH2:35][C:31]=4[N:32]=[CH:33][N:34]=3)[CH2:14]2)[CH2:10][CH2:9]1)[C:2]1[CH:7]=[CH:6][CH:5]=[CH:4][CH:3]=1.[CH3:41][C:42]([O:45][C:46](O[C:46]([O:45][C:42]([CH3:44])([CH3:43])[CH3:41])=[O:47])=[O:47])([CH3:44])[CH3:43]. Product: [CH2:1]([N:8]1[CH2:13][CH2:12][C:11]2([C:21]3[C:16](=[CH:17][CH:18]=[CH:19][C:20]=3[CH2:22][N:23]([CH:24]3[CH2:28][CH2:27][CH2:26][CH2:25]3)[C:46](=[O:47])[O:45][C:42]([CH3:44])([CH3:43])[CH3:41])[N:15]([C:29]3[C:30]4[CH:37]([CH:38]([CH3:40])[CH3:39])[CH2:36][CH2:35][C:31]=4[N:32]=[CH:33][N:34]=3)[CH2:14]2)[CH2:10][CH2:9]1)[C:2]1[CH:3]=[CH:4][CH:5]=[CH:6][CH:7]=1. The catalyst class is: 326.